This data is from Forward reaction prediction with 1.9M reactions from USPTO patents (1976-2016). The task is: Predict the product of the given reaction. (1) Given the reactants [C:1]([O:5][C:6]([N:8]1[CH2:13][CH2:12][CH2:11][C@@H:10]([C:14]([OH:16])=O)[CH2:9]1)=[O:7])([CH3:4])([CH3:3])[CH3:2].CN(C(ON1N=NC2C=CC=NC1=2)=[N+](C)C)C.F[P-](F)(F)(F)(F)F.[Cl:41][C:42]1[C:43]([C:49]2[CH:54]=[C:53]([NH:55][CH2:56][CH:57]3[CH2:62][CH2:61][O:60][CH2:59][CH2:58]3)[CH:52]=[C:51]([F:63])[CH:50]=2)=[CH:44][C:45]([NH2:48])=[N:46][CH:47]=1.CCN(C(C)C)C(C)C, predict the reaction product. The product is: [Cl:41][C:42]1[C:43]([C:49]2[CH:54]=[C:53]([NH:55][CH2:56][CH:57]3[CH2:62][CH2:61][O:60][CH2:59][CH2:58]3)[CH:52]=[C:51]([F:63])[CH:50]=2)=[CH:44][C:45]([NH:48][C:14]([C@@H:10]2[CH2:11][CH2:12][CH2:13][N:8]([C:6]([O:5][C:1]([CH3:2])([CH3:3])[CH3:4])=[O:7])[CH2:9]2)=[O:16])=[N:46][CH:47]=1. (2) Given the reactants [CH3:1][C:2]1([CH3:13])[O:6][CH:5]([CH2:7][NH:8][S:9]([CH3:12])(=[O:11])=[O:10])[CH2:4][O:3]1.[H-].[Na+].[Cl:16][C:17]1[N:22]=[C:21]([C:23]([O:25][CH3:26])=[O:24])[CH:20]=[C:19](Cl)[N:18]=1.O, predict the reaction product. The product is: [Cl:16][C:17]1[N:22]=[C:21]([C:23]([O:25][CH3:26])=[O:24])[CH:20]=[C:19]([N:8]([CH2:7][CH:5]2[CH2:4][O:3][C:2]([CH3:13])([CH3:1])[O:6]2)[S:9]([CH3:12])(=[O:10])=[O:11])[N:18]=1. (3) Given the reactants [CH3:1][O:2][C:3]([CH:5]1[CH2:10][CH2:9][N:8]([C:11]2[CH:21]=[C:20]([CH3:22])[C:14]([C:15]([O:17][CH2:18][CH3:19])=[O:16])=[C:13]([CH3:23])[N:12]=2)[CH2:7][CH2:6]1)=[O:4].[Cl:24]N1C(=O)CCC1=O, predict the reaction product. The product is: [Cl:24][C:21]1[C:11]([N:8]2[CH2:7][CH2:6][CH:5]([C:3]([O:2][CH3:1])=[O:4])[CH2:10][CH2:9]2)=[N:12][C:13]([CH3:23])=[C:14]([C:20]=1[CH3:22])[C:15]([O:17][CH2:18][CH3:19])=[O:16].